From a dataset of Reaction yield outcomes from USPTO patents with 853,638 reactions. Predict the reaction yield, written as a fraction of the theoretical maximum amount of product (1.0 means a 100% yield; for example, 0.34 means a 34% yield). (1) The reactants are Br[C:2]1[N:7]=[C:6]2[S:8][C:9]([CH2:11][O:12][C:13]3[C:14]([F:23])=[C:15]([C:19]([F:22])=[CH:20][CH:21]=3)[C:16]([NH2:18])=[O:17])=[N:10][C:5]2=[CH:4][CH:3]=1.[C:24]1(B(O)O)[CH:29]=[CH:28][CH:27]=[CH:26][CH:25]=1.P([O-])([O-])([O-])=O.[K+].[K+].[K+]. The product is [F:23][C:14]1[C:13]([O:12][CH2:11][C:9]2[S:8][C:6]3[C:5]([N:10]=2)=[CH:4][CH:3]=[C:2]([C:24]2[CH:29]=[CH:28][CH:27]=[CH:26][CH:25]=2)[N:7]=3)=[CH:21][CH:20]=[C:19]([F:22])[C:15]=1[C:16]([NH2:18])=[O:17]. The yield is 0.410. The catalyst is CN(C=O)C.O. (2) The reactants are FC(F)(F)C(O)=O.[NH2:8][CH2:9][C:10]1[N:15]=[C:14]([C:16]2[S:17][C:18]3[CH:26]=[CH:25][CH:24]=[CH:23][C:19]=3[C:20](=[O:22])[N:21]=2)[CH:13]=[CH:12][CH:11]=1.[C:27]1([C:32](Cl)=[O:33])[S:31][CH:30]=[CH:29][CH:28]=1.C(OCC)(=O)C.O. The catalyst is CN(C)C(=O)C. The product is [O:22]=[C:20]1[C:19]2[CH:23]=[CH:24][CH:25]=[CH:26][C:18]=2[S:17][C:16]([C:14]2[N:15]=[C:10]([CH2:9][NH:8][C:32]([C:27]3[S:31][CH:30]=[CH:29][CH:28]=3)=[O:33])[CH:11]=[CH:12][CH:13]=2)=[N:21]1. The yield is 0.430. (3) The product is [CH:1]1([NH:4][C:5]2[S:6][C:7]([CH2:10][N:12]3[CH2:13][CH2:14][CH:15]([C:18]4[CH:19]=[CH:20][CH:21]=[CH:22][CH:23]=4)[CH2:16][CH2:17]3)=[CH:8][N:9]=2)[CH2:2][CH2:3]1. The reactants are [CH:1]1([NH:4][C:5]2[S:6][C:7]([C:10]([N:12]3[CH2:17][CH2:16][CH:15]([C:18]4[CH:23]=[CH:22][CH:21]=[CH:20][CH:19]=4)[CH2:14][CH2:13]3)=O)=[CH:8][N:9]=2)[CH2:3][CH2:2]1.CO. The yield is 0.280. The catalyst is C1COCC1. (4) The reactants are [NH:1]1[CH:9]2[CH:4]([CH2:5][CH2:6][CH2:7][CH2:8]2)[CH2:3][CH:2]1[C:10]([OH:12])=[O:11].OS(O)(=O)=O. The catalyst is C(Cl)(Cl)Cl. The product is [C:4]([O:11][C:10]([CH:2]1[CH2:3][CH:4]2[CH:9]([CH2:8][CH2:7][CH2:6][CH2:5]2)[NH:1]1)=[O:12])([CH3:9])([CH3:5])[CH3:3]. The yield is 1.00.